Dataset: Reaction yield outcomes from USPTO patents with 853,638 reactions. Task: Predict the reaction yield, written as a fraction of the theoretical maximum amount of product (1.0 means a 100% yield; for example, 0.34 means a 34% yield). (1) The reactants are [CH2:1]([O:7][C:8]1[CH:13]=[CH:12][C:11]([C:14]2[CH:19]=[CH:18][CH:17]=[CH:16][CH:15]=2)=[CH:10][CH:9]=1)[CH2:2][CH2:3][CH2:4][C:5]#[CH:6].C([Li])CCC.[F:25][C:26]([F:33])([F:32])[C:27](OCC)=[O:28].B(F)(F)F.CCOCC. The catalyst is C1COCC1. The product is [C:11]1([C:14]2[CH:19]=[CH:18][CH:17]=[CH:16][CH:15]=2)[CH:10]=[CH:9][C:8]([O:7][CH2:1][CH2:2][CH2:3][CH2:4][C:5]#[C:6][C:27](=[O:28])[C:26]([F:33])([F:32])[F:25])=[CH:13][CH:12]=1. The yield is 0.460. (2) The reactants are Br[C:2]1[C:3]([F:28])=[C:4]([N:8]2[CH:13]=[C:12]([O:14][CH3:15])[C:11](=[O:16])[C:10]([C:17]3[N:21]([C:22]4[CH:27]=[CH:26][CH:25]=[CH:24][CH:23]=4)[N:20]=[CH:19][CH:18]=3)=[N:9]2)[CH:5]=[CH:6][CH:7]=1.[N:29]1[CH:34]=[CH:33][CH:32]=[C:31](B(O)O)[CH:30]=1.C([O-])([O-])=O.[Na+].[Na+].C([O-])(O)=O.[Na+]. The catalyst is COCCOC.O.C1C=CC([P]([Pd]([P](C2C=CC=CC=2)(C2C=CC=CC=2)C2C=CC=CC=2)([P](C2C=CC=CC=2)(C2C=CC=CC=2)C2C=CC=CC=2)[P](C2C=CC=CC=2)(C2C=CC=CC=2)C2C=CC=CC=2)(C2C=CC=CC=2)C2C=CC=CC=2)=CC=1. The product is [F:28][C:3]1[C:2]([C:31]2[CH:30]=[N:29][CH:34]=[CH:33][CH:32]=2)=[CH:7][CH:6]=[CH:5][C:4]=1[N:8]1[CH:13]=[C:12]([O:14][CH3:15])[C:11](=[O:16])[C:10]([C:17]2[N:21]([C:22]3[CH:27]=[CH:26][CH:25]=[CH:24][CH:23]=3)[N:20]=[CH:19][CH:18]=2)=[N:9]1. The yield is 0.480.